The task is: Predict which catalyst facilitates the given reaction.. This data is from Catalyst prediction with 721,799 reactions and 888 catalyst types from USPTO. (1) Reactant: [Cl:1][C:2]1[C:3]([Cl:33])=[CH:4][C:5]2[C:6]3[CH2:23][CH2:22][C:21]([C:29]([F:32])([F:31])[F:30])([O:24][Si](C)(C)C)[C:7]=3[N:8](S(C3C=CC(C)=CC=3)(=O)=O)[C:9]=2[CH:10]=1.[OH-].[K+]. Product: [Cl:1][C:2]1[C:3]([Cl:33])=[CH:4][C:5]2[C:6]3[CH2:23][CH2:22][C:21]([C:29]([F:31])([F:30])[F:32])([OH:24])[C:7]=3[NH:8][C:9]=2[CH:10]=1. The catalyst class is: 20. (2) Reactant: C(=O)([O-])[O-].[Li+].[Li+].[Cl-].[Li+].[Cl:9][C:10]1(Cl)[CH2:15][CH2:14][CH2:13][N:12]([C:16]2[CH:21]=[CH:20][C:19]([I:22])=[CH:18][CH:17]=2)[C:11]1=[O:23].CN(C)C=O. Product: [Cl:9][C:10]1[C:11](=[O:23])[N:12]([C:16]2[CH:21]=[CH:20][C:19]([I:22])=[CH:18][CH:17]=2)[CH2:13][CH2:14][CH:15]=1. The catalyst class is: 6.